From a dataset of Full USPTO retrosynthesis dataset with 1.9M reactions from patents (1976-2016). Predict the reactants needed to synthesize the given product. Given the product [CH:1]1([C@@H:7]([NH:9][C:10]([C:12]2[C:21]3[C:16](=[CH:17][CH:18]=[CH:19][CH:20]=3)[N:15]=[C:14]([C:22]3[S:23][CH:24]=[CH:25][CH:26]=3)[C:13]=2[CH2:27][N:28]2[CH2:33][CH2:32][N:31]([CH2:39][CH2:38][C:37]([OH:41])=[O:40])[C:30](=[O:34])[CH2:29]2)=[O:11])[CH3:8])[CH2:6][CH2:5][CH2:4][CH2:3][CH2:2]1, predict the reactants needed to synthesize it. The reactants are: [CH:1]1([C@@H:7]([NH:9][C:10]([C:12]2[C:21]3[C:16](=[CH:17][CH:18]=[CH:19][CH:20]=3)[N:15]=[C:14]([C:22]3[S:23][CH:24]=[CH:25][CH:26]=3)[C:13]=2[CH2:27][N:28]2[CH2:33][CH2:32][NH:31][C:30](=[O:34])[CH2:29]2)=[O:11])[CH3:8])[CH2:6][CH2:5][CH2:4][CH2:3][CH2:2]1.[OH-].[K+].[C:37]([O:41]CC)(=[O:40])[CH:38]=[CH2:39].